This data is from Full USPTO retrosynthesis dataset with 1.9M reactions from patents (1976-2016). The task is: Predict the reactants needed to synthesize the given product. (1) Given the product [C:1]([C:5]1[CH:6]=[C:7]([C:18]2[CH:26]=[C:25]([CH3:27])[CH:24]=[C:23]3[C:19]=2[CH2:20][CH:21]([CH3:30])[CH:22]3[O:28][CH3:29])[CH:8]=[C:9]([C:11]([CH3:14])([CH3:13])[CH3:12])[CH:10]=1)([CH3:4])([CH3:3])[CH3:2], predict the reactants needed to synthesize it. The reactants are: [C:1]([C:5]1[CH:6]=[C:7]([Mg]Br)[CH:8]=[C:9]([C:11]([CH3:14])([CH3:13])[CH3:12])[CH:10]=1)([CH3:4])([CH3:3])[CH3:2].Cl[C:18]1[CH:26]=[C:25]([CH3:27])[CH:24]=[C:23]2[C:19]=1[CH2:20][CH:21]([CH3:30])[CH:22]2[O:28][CH3:29].O. (2) Given the product [Cl:1][C:2]1[CH:20]=[CH:19][C:5]([CH2:6][N:7]2[C:15]3[C:10](=[CH:11][C:12]([F:16])=[CH:13][CH:14]=3)[C:9]([CH2:22][C:21]([C:24]3[O:25][CH:26]=[CH:27][CH:28]=3)=[O:23])([OH:17])[C:8]2=[O:18])=[CH:4][CH:3]=1, predict the reactants needed to synthesize it. The reactants are: [Cl:1][C:2]1[CH:20]=[CH:19][C:5]([CH2:6][N:7]2[C:15]3[C:10](=[CH:11][C:12]([F:16])=[CH:13][CH:14]=3)[C:9](=[O:17])[C:8]2=[O:18])=[CH:4][CH:3]=1.[C:21]([C:24]1[O:25][CH:26]=[CH:27][CH:28]=1)(=[O:23])[CH3:22]. (3) The reactants are: [CH:1]1[C:13]2[CH:12]([CH2:14][O:15][C:16]([NH:18][C:19]3[CH:27]=[CH:26][C:22]([C:23](O)=[O:24])=[C:21]([N+:28]([O-:30])=[O:29])[CH:20]=3)=[O:17])[C:11]3[C:6](=[CH:7][CH:8]=[CH:9][CH:10]=3)[C:5]=2[CH:4]=[CH:3][CH:2]=1.C[N+:32](C)=C(N(C)C)ON1C2C=CC=CC=2N=N1.F[P-](F)(F)(F)(F)F.Cl.[C:56]([O:60][C:61](=[O:73])[C@H:62]([CH2:64][CH2:65][C:66]([O:68][C:69]([CH3:72])([CH3:71])[CH3:70])=[O:67])[NH2:63])([CH3:59])([CH3:58])[CH3:57].COC(C)(C)C. Given the product [CH:1]1[C:13]2[CH:12]([CH2:14][O:15][C:16]([NH:18][C:19]3[CH:27]=[CH:26][C:22]([C:23]([NH:63][C@@:62]([C:61]([O:60][C:56]([CH3:58])([CH3:59])[CH3:57])=[O:73])([CH2:64][CH2:65][C:66]([O:68][C:69]([CH3:72])([CH3:71])[CH3:70])=[O:67])[NH2:32])=[O:24])=[C:21]([N+:28]([O-:30])=[O:29])[CH:20]=3)=[O:17])[C:11]3[C:6](=[CH:7][CH:8]=[CH:9][CH:10]=3)[C:5]=2[CH:4]=[CH:3][CH:2]=1, predict the reactants needed to synthesize it. (4) Given the product [CH:1]1[CH:10]=[CH:9][CH:8]=[C:7]2[C:2]=1[C:3]1[N:13]3[O:14][CH2:15][CH2:16][CH2:17][C:12]3=[N:11][C:4]=1[CH:5]=[N+:6]2[O-:23], predict the reactants needed to synthesize it. The reactants are: [CH:1]1[CH:10]=[CH:9][CH:8]=[C:7]2[C:2]=1[C:3]1[N:13]3[O:14][CH2:15][CH2:16][CH2:17][C:12]3=[N:11][C:4]=1[CH:5]=[N:6]2.ClC1C=C(C=CC=1)C(OO)=[O:23]. (5) Given the product [CH3:1][O:2][C:3]1[CH:4]=[C:5]([CH:20]=[CH:21][C:22]=1[OH:23])[CH:6]=[CH:7][C:8]1[CH:12]=[C:11]([SH:13])[N:10]([C:14]2[CH:19]=[CH:18][CH:17]=[CH:16][N:15]=2)[N:9]=1, predict the reactants needed to synthesize it. The reactants are: [CH3:1][O:2][C:3]1[CH:4]=[C:5]([CH:20]=[CH:21][C:22]=1[O:23][Si](C(C)(C)C)(C)C)/[CH:6]=[CH:7]/[C:8]1[CH:12]=[C:11]([SH:13])[N:10]([C:14]2[CH:19]=[CH:18][CH:17]=[CH:16][N:15]=2)[N:9]=1.COC1C=C(C=C(OC)C=1O[Si](C(C)(C)C)(C)C)/C=C/C1C=C(O)N(C2C=CC=CN=2)N=1. (6) Given the product [CH3:29][N:15]([CH2:14][C@H:11]1[CH2:12][CH2:13][C@H:8]([CH2:7][O:6][CH2:5]/[CH:4]=[CH:3]/[CH2:2][N:37]2[CH2:42][CH2:41][NH:40][CH2:39][CH2:38]2)[CH2:9][CH2:10]1)[S:16]([C:19]1[CH:24]=[CH:23][C:22]([C:25]([F:28])([F:27])[F:26])=[CH:21][CH:20]=1)(=[O:18])=[O:17], predict the reactants needed to synthesize it. The reactants are: Br[CH2:2]/[CH:3]=[CH:4]/[CH2:5][O:6][CH2:7][C@H:8]1[CH2:13][CH2:12][C@H:11]([CH2:14][N:15]([CH3:29])[S:16]([C:19]2[CH:24]=[CH:23][C:22]([C:25]([F:28])([F:27])[F:26])=[CH:21][CH:20]=2)(=[O:18])=[O:17])[CH2:10][CH2:9]1.C(OC([N:37]1[CH2:42][CH2:41][NH:40][CH2:39][CH2:38]1)=O)(C)(C)C.FC(F)(F)C(O)=O. (7) The reactants are: [OH:1][C:2]1[CH:11]=[CH:10][C:5]([C:6]([O:8][CH3:9])=[O:7])=[CH:4][CH:3]=1.[Br:12][CH2:13][CH2:14][CH2:15]Br.C(=O)([O-])[O-].[K+].[K+]. Given the product [Br:12][CH2:13][CH2:14][CH2:15][O:1][C:2]1[CH:3]=[CH:4][C:5]([C:6]([O:8][CH3:9])=[O:7])=[CH:10][CH:11]=1, predict the reactants needed to synthesize it. (8) Given the product [CH3:10][O:9][C:7](=[O:8])[C:6]1[CH:11]=[C:2]([OH:14])[CH:3]=[CH:4][C:5]=1[Cl:12], predict the reactants needed to synthesize it. The reactants are: N[C:2]1[CH:3]=[CH:4][C:5]([Cl:12])=[C:6]([CH:11]=1)[C:7]([O:9][CH3:10])=[O:8].N([O-])=[O:14].[Na+].N(O)=O.NC(N)=O.